From a dataset of Forward reaction prediction with 1.9M reactions from USPTO patents (1976-2016). Predict the product of the given reaction. Given the reactants C[Si]([N-][Si](C)(C)C)(C)C.[K+].C1(C)C=CC=CC=1.[CH:18]1([CH2:23][C:24]([O:26][CH2:27][C:28]2[CH:33]=[CH:32][CH:31]=[CH:30][CH:29]=2)=[O:25])[CH2:22][CH2:21][CH2:20][CH2:19]1.C1(S(N2C(C3C=CC=CC=3)O2)(=O)=[O:41])C=CC=CC=1, predict the reaction product. The product is: [CH:18]1([CH:23]([OH:41])[C:24]([O:26][CH2:27][C:28]2[CH:29]=[CH:30][CH:31]=[CH:32][CH:33]=2)=[O:25])[CH2:22][CH2:21][CH2:20][CH2:19]1.